This data is from Full USPTO retrosynthesis dataset with 1.9M reactions from patents (1976-2016). The task is: Predict the reactants needed to synthesize the given product. (1) The reactants are: Cl[C:2]1[C:7]([C:8]([O:10][CH2:11][CH3:12])=[O:9])=[CH:6][N:5]=[C:4]2[N:13]([CH2:16][CH3:17])[N:14]=[CH:15][C:3]=12.[CH:18]1([NH2:23])[CH2:22][CH2:21][CH2:20][CH2:19]1.C(N(CC)CC)C. Given the product [CH:18]1([NH:23][C:2]2[C:7]([C:8]([O:10][CH2:11][CH3:12])=[O:9])=[CH:6][N:5]=[C:4]3[N:13]([CH2:16][CH3:17])[N:14]=[CH:15][C:3]=23)[CH2:22][CH2:21][CH2:20][CH2:19]1, predict the reactants needed to synthesize it. (2) Given the product [CH2:6]([C:10]1[CH:15]=[CH:14][C:13]([O:16][C:17]2[CH:22]=[CH:21][C:20]([C:3](=[O:4])[CH2:2][Cl:1])=[CH:19][CH:18]=2)=[CH:12][CH:11]=1)[CH2:7][CH2:8][CH3:9], predict the reactants needed to synthesize it. The reactants are: [Cl:1][CH2:2][C:3](Cl)=[O:4].[CH2:6]([C:10]1[CH:15]=[CH:14][C:13]([O:16][C:17]2[CH:22]=[CH:21][CH:20]=[CH:19][CH:18]=2)=[CH:12][CH:11]=1)[CH2:7][CH2:8][CH3:9].[Al+3].[Cl-].[Cl-].[Cl-]. (3) Given the product [F:11][C:10]([F:12])([F:13])[C:7]1[CH:6]=[C:3]2[C:2](=[CH:9][CH:8]=1)[NH:15][N:14]=[C:4]2[NH2:5], predict the reactants needed to synthesize it. The reactants are: F[C:2]1[CH:9]=[CH:8][C:7]([C:10]([F:13])([F:12])[F:11])=[CH:6][C:3]=1[C:4]#[N:5].[NH2:14][NH2:15].O. (4) Given the product [CH2:28]([NH:30][C:31]([N:13]([CH2:12][CH2:11][C:4]1[C:5]2[C:10](=[CH:9][CH:8]=[CH:7][CH:6]=2)[NH:2][CH:3]=1)[CH:14]1[C:22]2[C:17](=[CH:18][C:19]([C:23]([O:25][CH2:26][CH3:27])=[O:24])=[CH:20][CH:21]=2)[CH2:16][CH2:15]1)=[O:32])[CH3:29], predict the reactants needed to synthesize it. The reactants are: Cl.[NH:2]1[C:10]2[C:5](=[CH:6][CH:7]=[CH:8][CH:9]=2)[C:4]([CH2:11][CH2:12][NH:13][CH:14]2[C:22]3[C:17](=[CH:18][C:19]([C:23]([O:25][CH2:26][CH3:27])=[O:24])=[CH:20][CH:21]=3)[CH2:16][CH2:15]2)=[CH:3]1.[CH2:28]([N:30]=[C:31]=[O:32])[CH3:29].CCN(CC)CC. (5) Given the product [CH3:19][O:18][C:17]1[C:16]2[O:20][C:21]([CH3:23])([CH3:24])[CH2:22][C:15]=2[C:14]2[C:13]([C:25]3[CH:30]=[CH:29][CH:28]=[CH:27][CH:26]=3)=[N:12][C:11]([CH3:31])([CH3:32])[CH2:10][C:9]=2[C:8]=1[CH2:7][C:6]([OH:33])=[O:5], predict the reactants needed to synthesize it. The reactants are: [OH-].[Na+].C([O:5][C:6](=[O:33])[CH2:7][C:8]1[C:9]2[CH2:10][C:11]([CH3:32])([CH3:31])[N:12]=[C:13]([C:25]3[CH:30]=[CH:29][CH:28]=[CH:27][CH:26]=3)[C:14]=2[C:15]2[CH2:22][C:21]([CH3:24])([CH3:23])[O:20][C:16]=2[C:17]=1[O:18][CH3:19])C. (6) The reactants are: [C:1]1([NH:7][C:8]#[N:9])[CH:6]=[CH:5][CH:4]=[CH:3][CH:2]=1.[NH2:10][OH:11]. Given the product [OH:11][N:10]=[C:8]([NH2:9])[NH:7][C:1]1[CH:6]=[CH:5][CH:4]=[CH:3][CH:2]=1, predict the reactants needed to synthesize it. (7) Given the product [C:1]([N:4]1[C:12]2[C:7](=[CH:8][CH:9]=[C:10]([F:13])[CH:11]=2)[C:6](=[C:26]([OH:27])[C:25]2[CH:29]=[CH:30][CH:31]=[C:23]([O:22][CH2:21][CH2:20][C:18]([O:17][CH2:15][CH3:16])=[O:19])[CH:24]=2)[C:5]1=[O:14])(=[O:3])[CH3:2], predict the reactants needed to synthesize it. The reactants are: [C:1]([N:4]1[C:12]2[C:7](=[CH:8][CH:9]=[C:10]([F:13])[CH:11]=2)[CH2:6][C:5]1=[O:14])(=[O:3])[CH3:2].[CH2:15]([O:17][C:18]([CH2:20][CH2:21][O:22][C:23]1[CH:24]=[C:25]([CH:29]=[CH:30][CH:31]=1)[C:26](O)=[O:27])=[O:19])[CH3:16]. (8) Given the product [CH3:47][N:23]([CH3:22])[CH2:24][CH2:25][CH2:26][N:27]([C:32]1[CH:33]=[CH:34][C:35]([C:3]2[C:2]([F:1])=[CH:7][N:6]=[C:5]3[NH:8][C:9]4[C:14]([C:4]=23)=[CH:13][C:12]([C:15]2[CH:16]=[N:17][CH:18]=[CH:19][CH:20]=2)=[N:11][CH:10]=4)=[CH:36][CH:37]=1)[S:28]([CH3:31])(=[O:29])=[O:30], predict the reactants needed to synthesize it. The reactants are: [F:1][C:2]1[C:3](I)=[C:4]2[C:14]3[C:9](=[CH:10][N:11]=[C:12]([C:15]4[CH:16]=[N:17][CH:18]=[CH:19][CH:20]=4)[CH:13]=3)[NH:8][C:5]2=[N:6][CH:7]=1.[CH3:22][N:23]([CH3:47])[CH2:24][CH2:25][CH2:26][N:27]([C:32]1[CH:37]=[CH:36][C:35](B2OC(C)(C)C(C)(C)O2)=[CH:34][CH:33]=1)[S:28]([CH3:31])(=[O:30])=[O:29].C(=O)([O-])[O-].[Cs+].[Cs+].O1CCOCC1. (9) The reactants are: [NH2:1][C:2]1[CH:7]=[CH:6][CH:5]=[CH:4][C:3]=1[OH:8].C[Si](Cl)(C)C.[C:14](Cl)(=[O:16])[CH3:15].N. Given the product [OH:8][C:3]1[CH:4]=[CH:5][CH:6]=[CH:7][C:2]=1[NH:1][C:14](=[O:16])[CH3:15], predict the reactants needed to synthesize it.